This data is from Catalyst prediction with 721,799 reactions and 888 catalyst types from USPTO. The task is: Predict which catalyst facilitates the given reaction. (1) Reactant: [CH:1]([N:4]1[CH2:9][CH2:8][N:7]([C:10]([C:12]2[CH:13]=[C:14]3[C:18](=[CH:19][CH:20]=2)[NH:17][C:16]([C:21]([OH:23])=O)=[CH:15]3)=[O:11])[CH2:6][CH2:5]1)([CH3:3])[CH3:2].Cl.F[B-](F)(F)F.N1(OC(N(C)C)=[N+](C)C)C2C=[CH:36][CH:37]=[CH:38][C:33]=2[N:32]=N1.CNCC1C=CC=CC=1.C(N(CC)C(C)C)(C)C. Product: [CH:1]([N:4]1[CH2:9][CH2:8][N:7]([C:10]([C:12]2[CH:13]=[C:14]3[C:18](=[CH:19][CH:20]=2)[NH:17][C:16]([C:21]([N:32]2[CH2:33][CH2:38][CH2:37][CH2:36]2)=[O:23])=[CH:15]3)=[O:11])[CH2:6][CH2:5]1)([CH3:3])[CH3:2]. The catalyst class is: 9. (2) Reactant: Cl.[C:2]1([CH3:10])[CH:7]=[CH:6][C:5]([NH:8]N)=[CH:4][CH:3]=1.[C:11]1([CH2:17][CH2:18]Br)[CH:16]=[CH:15][CH:14]=[CH:13][CH:12]=1.C(N(CC)CC)C.O=[C:28]1[CH2:33][CH2:32][N:31]([C:34]([O:36][CH2:37][C:38]([Cl:41])([Cl:40])[Cl:39])=[O:35])[CH2:30][CH2:29]1. Product: [CH3:10][C:2]1[CH:7]=[CH:6][C:5]2[N:8]([CH2:18][CH2:17][C:11]3[CH:16]=[CH:15][CH:14]=[CH:13][CH:12]=3)[C:28]3[CH2:33][CH2:32][N:31]([C:34]([O:36][CH2:37][C:38]([Cl:41])([Cl:39])[Cl:40])=[O:35])[CH2:30][C:29]=3[C:4]=2[CH:3]=1. The catalyst class is: 8. (3) Reactant: [Cl:1][C:2]1[CH:7]=[CH:6][C:5]([C:8]([F:11])([F:10])[F:9])=[CH:4][C:3]=1[N:12]1[CH2:17][CH2:16][N:15]([C:18]2[CH:22]=[C:21]([C:23]([NH2:25])=O)[O:20][N:19]=2)[CH2:14][CH2:13]1.C(N(CC)CC)C.C(OC(C(F)(F)F)=O)(C(F)(F)F)=O. Product: [Cl:1][C:2]1[CH:7]=[CH:6][C:5]([C:8]([F:10])([F:9])[F:11])=[CH:4][C:3]=1[N:12]1[CH2:17][CH2:16][N:15]([C:18]2[CH:22]=[C:21]([C:23]#[N:25])[O:20][N:19]=2)[CH2:14][CH2:13]1. The catalyst class is: 1. (4) Reactant: [Cl:1][C:2]1[CH:19]=[C:18]([N+:20]([O-])=O)[CH:17]=[CH:16][C:3]=1[C:4]([N:6]1[CH2:10][CH2:9][C@H:8]([O:11][CH2:12][CH:13]([CH3:15])[CH3:14])[CH2:7]1)=[O:5].[Cl-].[Ca+2].[Cl-].C(O)C. Product: [Cl:1][C:2]1[CH:19]=[C:18]([CH:17]=[CH:16][C:3]=1[C:4]([N:6]1[CH2:10][CH2:9][C@H:8]([O:11][CH2:12][CH:13]([CH3:15])[CH3:14])[CH2:7]1)=[O:5])[NH2:20]. The catalyst class is: 6. (5) The catalyst class is: 61. Product: [Br:27][C:18]1[CH:17]=[C:16]([NH:15][C:14]([C@@H:13]2[CH2:12][C@@H:11]3[C@@H:9]([CH2:10]3)[NH:8]2)=[O:28])[CH:21]=[C:20]([C:22]2[NH:26][N:25]=[N:24][N:23]=2)[CH:19]=1. Reactant: C(OC([N:8]1[C@H:13]([C:14](=[O:28])[NH:15][C:16]2[CH:21]=[C:20]([C:22]3[NH:26][N:25]=[N:24][N:23]=3)[CH:19]=[C:18]([Br:27])[CH:17]=2)[CH2:12][C@@H:11]2[C@H:9]1[CH2:10]2)=O)(C)(C)C.C(O)(C(F)(F)F)=O. (6) Reactant: [Na].C(O)(=[S:4])C.Br[CH2:7][CH2:8][CH2:9][CH2:10][CH2:11][CH2:12][CH2:13][CH2:14][CH2:15][CH2:16][CH2:17][CH2:18][CH2:19][CH2:20][CH2:21][C:22]([OH:24])=[O:23].[OH-].[Na+].Cl. Product: [SH:4][CH2:7][CH2:8][CH2:9][CH2:10][CH2:11][CH2:12][CH2:13][CH2:14][CH2:15][CH2:16][CH2:17][CH2:18][CH2:19][CH2:20][CH2:21][C:22]([OH:24])=[O:23]. The catalyst class is: 5. (7) Reactant: [CH2:1]([O:8][CH2:9][CH2:10][CH2:11][C@H:12]1[CH2:16][CH2:15][NH:14][CH2:13]1)[C:2]1[CH:7]=[CH:6][CH:5]=[CH:4][CH:3]=1.Br[C:18]1[CH:19]=[N:20][CH:21]=[C:22]([O:24][CH2:25][C@@H:26]2[CH2:30][CH2:29][CH2:28][N:27]2[C:31]([O:33][C:34]([CH3:37])([CH3:36])[CH3:35])=[O:32])[CH:23]=1.CC(C)([O-])C.[Na+].C1(P(C2C=CC=CC=2)C2C3OC4C(=CC=CC=4P(C4C=CC=CC=4)C4C=CC=CC=4)C(C)(C)C=3C=CC=2)C=CC=CC=1. Product: [CH2:1]([O:8][CH2:9][CH2:10][CH2:11][C@H:12]1[CH2:16][CH2:15][N:14]([C:18]2[CH:19]=[N:20][CH:21]=[C:22]([O:24][CH2:25][C@@H:26]3[CH2:30][CH2:29][CH2:28][N:27]3[C:31]([O:33][C:34]([CH3:37])([CH3:36])[CH3:35])=[O:32])[CH:23]=2)[CH2:13]1)[C:2]1[CH:7]=[CH:6][CH:5]=[CH:4][CH:3]=1. The catalyst class is: 101. (8) Reactant: [NH2:1][CH2:2][C@@H:3]1[C@H:8]([CH3:9])[CH2:7][CH2:6][CH2:5][N:4]1[C:10]([C:12]1[N:13]=[C:14]([CH3:24])[S:15][C:16]=1[C:17]1[CH:22]=[CH:21][C:20]([F:23])=[CH:19][CH:18]=1)=[O:11].Cl[C:26]1[CH:31]=[CH:30][C:29]([C:32]([F:35])([F:34])[F:33])=[CH:28][N:27]=1.C([O-])([O-])=O.[K+].[K+]. Product: [F:23][C:20]1[CH:19]=[CH:18][C:17]([C:16]2[S:15][C:14]([CH3:24])=[N:13][C:12]=2[C:10]([N:4]2[CH2:5][CH2:6][CH2:7][C@@H:8]([CH3:9])[C@H:3]2[CH2:2][NH:1][C:26]2[CH:31]=[CH:30][C:29]([C:32]([F:35])([F:34])[F:33])=[CH:28][N:27]=2)=[O:11])=[CH:22][CH:21]=1. The catalyst class is: 474.